This data is from Peptide-MHC class I binding affinity with 185,985 pairs from IEDB/IMGT. The task is: Regression. Given a peptide amino acid sequence and an MHC pseudo amino acid sequence, predict their binding affinity value. This is MHC class I binding data. (1) The peptide sequence is LTLKPCHAL. The MHC is HLA-A69:01 with pseudo-sequence HLA-A69:01. The binding affinity (normalized) is 0.417. (2) The peptide sequence is RLDLAGRDL. The MHC is HLA-A68:02 with pseudo-sequence HLA-A68:02. The binding affinity (normalized) is 0. (3) The peptide sequence is RGGRAFVTI. The MHC is HLA-B54:01 with pseudo-sequence HLA-B54:01. The binding affinity (normalized) is 0. (4) The peptide sequence is DTKCKNNYF. The MHC is HLA-A03:01 with pseudo-sequence HLA-A03:01. The binding affinity (normalized) is 0.0847. (5) The peptide sequence is NYPLWSQSY. The MHC is HLA-A24:02 with pseudo-sequence HLA-A24:02. The binding affinity (normalized) is 0.455.